From a dataset of Cav3 T-type calcium channel HTS with 100,875 compounds. Binary Classification. Given a drug SMILES string, predict its activity (active/inactive) in a high-throughput screening assay against a specified biological target. (1) The compound is s1c(c(cc1)C)/C=N\NC(=O)CSc1nc(cc(n1)C)C. The result is 0 (inactive). (2) The compound is S=c1n(CC2OCCC2)c(=O)c2c([nH]1)cccc2. The result is 0 (inactive). (3) The drug is O=C1N(C(=O)CC1N1CCN(CC1)c1ccccc1)c1cc2OCCOc2cc1. The result is 0 (inactive). (4) The molecule is s1c(CN(CC(=O)NC(C)(C)C)C(=O)CCC(=O)Nc2sccn2)ccc1. The result is 0 (inactive). (5) The molecule is O=C(NCc1ncccc1)c1c2c(nc(c1)c1ccc(cc1)C)cccc2. The result is 0 (inactive).